From a dataset of Full USPTO retrosynthesis dataset with 1.9M reactions from patents (1976-2016). Predict the reactants needed to synthesize the given product. (1) Given the product [OH:22][C:16]1[CH:21]=[CH:20][C:19]2[S:4][C:3]3[C:2](=[CH:8][CH:7]=[CH:6][CH:5]=3)[C:1](=[O:10])[C:18]=2[CH:17]=1, predict the reactants needed to synthesize it. The reactants are: [C:1]([OH:10])(=O)[C:2]1[C:3](=[CH:5][CH:6]=[CH:7][CH:8]=1)[SH:4].S(=O)(=O)(O)O.[C:16]1([OH:22])[CH:21]=[CH:20][CH:19]=[CH:18][CH:17]=1. (2) Given the product [NH2:16][C:15]1[C:10]2[C:9]([C:17]3[CH:22]=[CH:21][CH:20]=[C:19]([O:23][CH2:24][C:25]4[CH:30]=[CH:29][CH:28]=[CH:27][CH:26]=4)[CH:18]=3)=[CH:8][N:7]([C@@H:5]3[CH2:4][C@H:3]([CH2:2][NH:1][C:36]([NH:35][CH2:31][CH2:32][CH2:33][CH3:34])=[O:37])[CH2:6]3)[C:11]=2[N:12]=[CH:13][N:14]=1, predict the reactants needed to synthesize it. The reactants are: [NH2:1][CH2:2][C@@H:3]1[CH2:6][C@H:5]([N:7]2[C:11]3[N:12]=[CH:13][N:14]=[C:15]([NH2:16])[C:10]=3[C:9]([C:17]3[CH:22]=[CH:21][CH:20]=[C:19]([O:23][CH2:24][C:25]4[CH:30]=[CH:29][CH:28]=[CH:27][CH:26]=4)[CH:18]=3)=[CH:8]2)[CH2:4]1.[CH2:31]([N:35]=[C:36]=[O:37])[CH2:32][CH2:33][CH3:34]. (3) Given the product [CH3:22][C:23]1([CH3:39])[C:31]2[C:26](=[CH:27][CH:28]=[C:29]([N:32]3[C:36](=[O:37])[C:35](=[N:18][NH:2][C:3]4[C:4]([OH:17])=[C:5]([C:9]5[O:13][C:12]([C:14]([OH:16])=[O:15])=[CH:11][CH:10]=5)[CH:6]=[CH:7][CH:8]=4)[C:34]([CH3:38])=[N:33]3)[CH:30]=2)[CH2:25][CH2:24]1, predict the reactants needed to synthesize it. The reactants are: Br.[NH2:2][C:3]1[C:4]([OH:17])=[C:5]([C:9]2[O:13][C:12]([C:14]([OH:16])=[O:15])=[CH:11][CH:10]=2)[CH:6]=[CH:7][CH:8]=1.[N:18]([O-])=O.[Na+].[CH3:22][C:23]1([CH3:39])[C:31]2[C:26](=[CH:27][CH:28]=[C:29]([N:32]3[C:36](=[O:37])[CH2:35][C:34]([CH3:38])=[N:33]3)[CH:30]=2)[CH2:25][CH2:24]1.C(=O)(O)[O-].[Na+]. (4) Given the product [NH:43]1[C:44]2[CH:50]=[CH:49][CH:48]=[CH:47][C:45]=2[N:46]=[C:42]1[CH2:41][NH:40][C:23](=[O:25])[CH:22]([N:8]1[CH2:9][CH2:10][CH2:11][C:12]2[CH:17]=[C:16]([O:18][CH3:19])[C:15]([O:20][CH3:21])=[CH:14][C:13]=2[CH:7]1[CH2:6][C:5]1[CH:32]=[CH:33][C:34]([O:35][CH3:36])=[C:3]([O:2][CH3:1])[CH:4]=1)[C:26]1[CH:27]=[CH:28][CH:29]=[CH:30][CH:31]=1, predict the reactants needed to synthesize it. The reactants are: [CH3:1][O:2][C:3]1[CH:4]=[C:5]([CH:32]=[CH:33][C:34]=1[O:35][CH3:36])[CH2:6][CH:7]1[C:13]2[CH:14]=[C:15]([O:20][CH3:21])[C:16]([O:18][CH3:19])=[CH:17][C:12]=2[CH2:11][CH2:10][CH2:9][N:8]1[CH:22]([C:26]1[CH:31]=[CH:30][CH:29]=[CH:28][CH:27]=1)[C:23]([OH:25])=O.O.Cl.Cl.[NH2:40][CH2:41][C:42]1[NH:43][C:44]2[CH:50]=[CH:49][CH:48]=[CH:47][C:45]=2[N:46]=1. (5) Given the product [ClH:1].[CH2:13]([O:20][C:21]1[CH:22]=[CH:23][C:24]([NH:25][C:2]2[C:11]3[C:6](=[CH:7][CH:8]=[C:9]([I:12])[CH:10]=3)[N:5]=[CH:4][N:3]=2)=[CH:26][CH:27]=1)[C:14]1[CH:15]=[CH:16][CH:17]=[CH:18][CH:19]=1, predict the reactants needed to synthesize it. The reactants are: [Cl:1][C:2]1[C:11]2[C:6](=[CH:7][CH:8]=[C:9]([I:12])[CH:10]=2)[N:5]=[CH:4][N:3]=1.[CH2:13]([O:20][C:21]1[CH:27]=[CH:26][C:24]([NH2:25])=[CH:23][CH:22]=1)[C:14]1[CH:19]=[CH:18][CH:17]=[CH:16][CH:15]=1. (6) The reactants are: C([O:8][CH2:9][C:10]1[O:11][C:12]([Br:25])=[C:13]([C:15]2[CH:20]=[CH:19][C:18]([C:21]([F:24])([F:23])[F:22])=[CH:17][CH:16]=2)[N:14]=1)C1C=CC=CC=1.BrCC(C1C=CC(C(F)(F)F)=CC=1)=O.C(OCC(N)=O)C1C=CC=CC=1.CS(O)(=O)=O. Given the product [Br:25][C:12]1[O:11][C:10]([CH2:9][OH:8])=[N:14][C:13]=1[C:15]1[CH:16]=[CH:17][C:18]([C:21]([F:24])([F:23])[F:22])=[CH:19][CH:20]=1, predict the reactants needed to synthesize it. (7) Given the product [Cl:16][C:13]1[CH:14]=[CH:15][C:10]([O:9][C:6]2[CH:7]=[CH:8][C:3]([CH2:1][CH2:2][OH:31])=[CH:4][C:5]=2[F:21])=[CH:11][C:12]=1[C:17]([F:20])([F:18])[F:19], predict the reactants needed to synthesize it. The reactants are: [CH:1]([C:3]1[CH:8]=[CH:7][C:6]([O:9][C:10]2[CH:15]=[CH:14][C:13]([Cl:16])=[C:12]([C:17]([F:20])([F:19])[F:18])[CH:11]=2)=[C:5]([F:21])[CH:4]=1)=[CH2:2].B1C2CCCC1CCC2.[OH-:31].[Na+].OO.